Task: Regression. Given a peptide amino acid sequence and an MHC pseudo amino acid sequence, predict their binding affinity value. This is MHC class I binding data.. Dataset: Peptide-MHC class I binding affinity with 185,985 pairs from IEDB/IMGT (1) The peptide sequence is GANYFLQISR. The MHC is HLA-A33:01 with pseudo-sequence HLA-A33:01. The binding affinity (normalized) is 0.490. (2) The peptide sequence is MMQDREDQSI. The MHC is HLA-A68:02 with pseudo-sequence HLA-A68:02. The binding affinity (normalized) is 0.250. (3) The peptide sequence is CPFLFLTVL. The MHC is HLA-B54:01 with pseudo-sequence HLA-B54:01. The binding affinity (normalized) is 0.531. (4) The MHC is HLA-A03:01 with pseudo-sequence HLA-A03:01. The binding affinity (normalized) is 0.537. The peptide sequence is RQFVSNNGK. (5) The MHC is Mamu-B01 with pseudo-sequence Mamu-B01. The peptide sequence is RNWETVKIQW. The binding affinity (normalized) is 0. (6) The peptide sequence is QQYHRFGLY. The MHC is HLA-B15:09 with pseudo-sequence HLA-B15:09. The binding affinity (normalized) is 0.0847. (7) The peptide sequence is YLCLIQKAL. The MHC is HLA-A02:06 with pseudo-sequence HLA-A02:06. The binding affinity (normalized) is 0.226. (8) The binding affinity (normalized) is 0.265. The peptide sequence is VVVPIKFIA. The MHC is HLA-A02:01 with pseudo-sequence HLA-A02:01. (9) The peptide sequence is KIIAVFDSKL. The MHC is HLA-A02:01 with pseudo-sequence HLA-A02:01. The binding affinity (normalized) is 0.364. (10) The peptide sequence is RRGKANKPR. The MHC is HLA-B58:01 with pseudo-sequence HLA-B58:01. The binding affinity (normalized) is 0.0847.